This data is from Forward reaction prediction with 1.9M reactions from USPTO patents (1976-2016). The task is: Predict the product of the given reaction. (1) Given the reactants [Cl:1][C:2]1[S:6][C:5]([S:7]([NH:10][C:11]([NH:13][CH2:14][CH2:15][CH2:16][CH2:17][CH2:18][CH2:19][CH2:20][CH3:21])=[NH:12])(=[O:9])=[O:8])=[C:4](B(O)O)[CH:3]=1.N1C=CC=CC=1, predict the reaction product. The product is: [Cl:1][C:2]1[S:6][C:5]2[S:7](=[O:9])(=[O:8])[N:10]=[C:11]([NH:13][CH2:14][CH2:15][CH2:16][CH2:17][CH2:18][CH2:19][CH2:20][CH3:21])[NH:12][C:4]=2[CH:3]=1. (2) Given the reactants NS(N)(=O)=O.Cl[CH2:7][CH2:8][CH2:9][S:10]([N:13]1[CH2:18][CH2:17][CH:16]([C:19]2[C:27]3[C:22](=[C:23]([C:33]([NH2:35])=[O:34])[CH:24]=[C:25]([C:28]4[S:29][CH:30]=[CH:31][CH:32]=4)[CH:26]=3)[NH:21][CH:20]=2)[CH2:15][CH2:14]1)(=[O:12])=[O:11].[CH3:36][N:37]1[CH2:42][CH2:41][NH:40][CH2:39][CH2:38]1.C([O-])([O-])=O.[K+].[K+], predict the reaction product. The product is: [CH3:36][N:37]1[CH2:42][CH2:41][N:40]([CH2:7][CH2:8][CH2:9][S:10]([N:13]2[CH2:18][CH2:17][CH:16]([C:19]3[C:27]4[C:22](=[C:23]([C:33]([NH2:35])=[O:34])[CH:24]=[C:25]([C:28]5[S:29][CH:30]=[CH:31][CH:32]=5)[CH:26]=4)[NH:21][CH:20]=3)[CH2:15][CH2:14]2)(=[O:12])=[O:11])[CH2:39][CH2:38]1.